This data is from Full USPTO retrosynthesis dataset with 1.9M reactions from patents (1976-2016). The task is: Predict the reactants needed to synthesize the given product. (1) Given the product [Cl:1][C:2]1[CH:3]=[C:4]([CH:22]=[C:23]([Cl:27])[C:24]=1[OH:25])[C:5]([N:7]1[C:11]2[CH:12]=[C:13]([C:16]([F:18])([F:19])[F:17])[CH:14]=[CH:15][C:10]=2[S:9](=[O:20])(=[O:21])[CH2:8]1)=[O:6], predict the reactants needed to synthesize it. The reactants are: [Cl:1][C:2]1[CH:3]=[C:4]([CH:22]=[C:23]([Cl:27])[C:24]=1[O:25]C)[C:5]([N:7]1[C:11]2[CH:12]=[C:13]([C:16]([F:19])([F:18])[F:17])[CH:14]=[CH:15][C:10]=2[S:9](=[O:21])(=[O:20])[CH2:8]1)=[O:6].[Cl-].[Li+].Cl. (2) Given the product [F:10][C:11]1[CH:16]=[CH:15][CH:14]=[CH:13][C:12]=1[C:17]1[CH:18]=[N:19][C:20]([N:23]2[C:31]3[C:26](=[CH:27][CH:28]=[C:29]([C:32]([N:4]4[CH2:42][CH2:40][NH:41][C:37](=[O:36])[CH2:1]4)=[O:34])[CH:30]=3)[C:25]([CH3:35])=[CH:24]2)=[N:21][CH:22]=1, predict the reactants needed to synthesize it. The reactants are: [CH:1]([N:4](CC)C(C)C)(C)C.[F:10][C:11]1[CH:16]=[CH:15][CH:14]=[CH:13][C:12]=1[C:17]1[CH:18]=[N:19][C:20]([N:23]2[C:31]3[C:26](=[CH:27][CH:28]=[C:29]([C:32]([OH:34])=O)[CH:30]=3)[C:25]([CH3:35])=[CH:24]2)=[N:21][CH:22]=1.[OH:36][C:37]1SC2C=CC=[CH:42][C:40]=2[N:41]=1.C(=O)([O-])O.[Na+]. (3) Given the product [Cl:18][C:10]1[C:11](=[O:17])[CH:12]2[CH:16]([C:9]=1[C:6]1[CH:7]=[CH:8][C:3]([OH:2])=[CH:4][CH:5]=1)[CH2:15][CH2:14][CH2:13]2, predict the reactants needed to synthesize it. The reactants are: C[O:2][C:3]1[CH:8]=[CH:7][C:6]([C:9]2[CH:16]3[CH:12]([CH2:13][CH2:14][CH2:15]3)[C:11](=[O:17])[CH:10]=2)=[CH:5][CH:4]=1.[Cl:18]N1C(=O)CCC1=O.CCOC(C)=O.Cl. (4) The reactants are: [Cl:1][C:2]1[N:7]=[CH:6][C:5]2[C:8](I)=[N:9][N:10]([CH:11]([CH3:13])[CH3:12])[C:4]=2[CH:3]=1.Cl.[NH:16]1[CH2:20][CH2:19][CH:18]([C:21]#[N:22])[CH2:17]1.C(=O)([O-])[O-].[Cs+].[Cs+].C1(P(C2C=CC=CC=2)C2C3OC4C(=CC=CC=4P(C4C=CC=CC=4)C4C=CC=CC=4)C(C)(C)C=3C=CC=2)C=CC=CC=1. Given the product [Cl:1][C:2]1[N:7]=[CH:6][C:5]2[C:8]([N:16]3[CH2:20][CH2:19][C@@H:18]([C:21]#[N:22])[CH2:17]3)=[N:9][N:10]([CH:11]([CH3:13])[CH3:12])[C:4]=2[CH:3]=1, predict the reactants needed to synthesize it. (5) Given the product [Cl:1][C:2]1[CH:7]=[CH:6][C:5]([NH:8][C:9](=[O:35])[CH2:10][CH2:11][C:12]2[CH:13]=[C:14]([CH:32]=[CH:33][CH:34]=2)[O:15][C:16]2[CH:21]=[CH:20][N:19]=[C:18]([C:22]3[O:26][C:25]([C:27]([NH2:40])=[O:29])=[N:24][N:23]=3)[CH:17]=2)=[CH:4][C:3]=1[C:36]([F:38])([F:37])[F:39], predict the reactants needed to synthesize it. The reactants are: [Cl:1][C:2]1[CH:7]=[CH:6][C:5]([NH:8][C:9](=[O:35])[CH2:10][CH2:11][C:12]2[CH:13]=[C:14]([CH:32]=[CH:33][CH:34]=2)[O:15][C:16]2[CH:21]=[CH:20][N:19]=[C:18]([C:22]3[O:26][C:25]([C:27]([O:29]CC)=O)=[N:24][N:23]=3)[CH:17]=2)=[CH:4][C:3]=1[C:36]([F:39])([F:38])[F:37].[NH4+:40].[OH-].